Dataset: Forward reaction prediction with 1.9M reactions from USPTO patents (1976-2016). Task: Predict the product of the given reaction. (1) Given the reactants C([O-])([O-])=O.[K+].[K+].[OH-].[K+].C(O/[CH:14]=[CH:15]/[C:16]1[C:21]([Cl:22])=[CH:20][N:19]=[C:18]([Cl:23])[N:17]=1)CCC.[I-].[NH2:25][N+:26]1[CH:31]=[CH:30][CH:29]=[CH:28][CH:27]=1, predict the reaction product. The product is: [Cl:23][C:18]1[N:17]=[C:16]([C:15]2[CH:14]=[N:25][N:26]3[CH:31]=[CH:30][CH:29]=[CH:28][C:27]=23)[C:21]([Cl:22])=[CH:20][N:19]=1. (2) The product is: [CH3:1][O:2][C:3]1[CH:8]=[CH:7][C:6]2[CH:10]3[CH2:15][CH2:14][CH2:13][CH2:12][CH:11]3[O:9][C:5]=2[CH:4]=1.[CH3:1][O:2][C:3]1[CH:8]=[CH:7][C:6]2[C:10]3[CH2:15][CH2:14][CH2:13][CH2:12][C:11]=3[O:9][C:5]=2[CH:4]=1. Given the reactants [CH3:1][O:2][C:3]1[CH:4]=[C:5]([OH:9])[CH:6]=[CH:7][CH:8]=1.[CH:10]1[CH2:15][CH2:14][CH:13]=[CH:12][CH:11]=1, predict the reaction product. (3) The product is: [OH:28][NH:27][C:23]([C:21]1[CH:20]=[CH:19][C:6]2[CH2:7][N:8]([C:9]3[CH:14]=[CH:13][CH:12]=[C:11]([C:15]([F:18])([F:17])[F:16])[CH:10]=3)[C@@H:2]([CH3:1])[CH2:3][O:4][C:5]=2[CH:22]=1)=[O:25]. Given the reactants [CH3:1][C@@H:2]1[N:8]([C:9]2[CH:14]=[CH:13][CH:12]=[C:11]([C:15]([F:18])([F:17])[F:16])[CH:10]=2)[CH2:7][C:6]2[CH:19]=[CH:20][C:21]([C:23]([O:25]C)=O)=[CH:22][C:5]=2[O:4][CH2:3]1.[NH2:27][OH:28].[OH-].[Na+], predict the reaction product. (4) Given the reactants [NH3:1].[CH3:2][C:3]1([CH3:28])[CH:12]2[O:13][CH:11]2[C:10]2[CH:9]=[C:8]([CH2:14][C:15]([NH:17][CH:18]3[C:27]4[C:22](=[CH:23][CH:24]=[CH:25][CH:26]=4)[CH2:21][CH2:20][CH2:19]3)=[O:16])[CH:7]=[CH:6][C:5]=2[O:4]1.ClCCl.CO, predict the reaction product. The product is: [NH2:1][CH:11]1[C:10]2[C:5](=[CH:6][CH:7]=[C:8]([CH2:14][C:15]([NH:17][CH:18]3[C:27]4[C:22](=[CH:23][CH:24]=[CH:25][CH:26]=4)[CH2:21][CH2:20][CH2:19]3)=[O:16])[CH:9]=2)[O:4][C:3]([CH3:28])([CH3:2])[CH:12]1[OH:13]. (5) Given the reactants [NH2:1][CH2:2][C@@H:3]1[CH2:8][CH2:7][N:6]([C:9]([O:11][C:12]([CH3:15])([CH3:14])[CH3:13])=[O:10])[CH2:5][C@H:4]1[OH:16].[NH2:17][C:18]1[C:30]([Cl:31])=[CH:29][C:21]([C:22](N2C=CN=C2)=[O:23])=[C:20]([O:32][CH3:33])[C:19]=1[O:34][CH3:35], predict the reaction product. The product is: [NH2:17][C:18]1[C:30]([Cl:31])=[CH:29][C:21]([C:22]([NH:1][CH2:2][C@@H:3]2[CH2:8][CH2:7][N:6]([C:9]([O:11][C:12]([CH3:13])([CH3:15])[CH3:14])=[O:10])[CH2:5][C@H:4]2[OH:16])=[O:23])=[C:20]([O:32][CH3:33])[C:19]=1[O:34][CH3:35]. (6) The product is: [N:21]1[CH:26]=[CH:25][CH:24]=[CH:23][C:22]=1[NH:27][C:5](=[O:7])[CH:4]([N:8]1[C:16]2[C:11](=[CH:12][C:13]([CH3:17])=[CH:14][CH:15]=2)[C:10](=[O:18])[C:9]1=[O:19])[CH2:3][CH:2]([CH3:1])[CH3:20]. Given the reactants [CH3:1][CH:2]([CH3:20])[CH2:3][CH:4]([N:8]1[C:16]2[C:11](=[CH:12][C:13]([CH3:17])=[CH:14][CH:15]=2)[C:10](=[O:18])[C:9]1=[O:19])[C:5]([OH:7])=O.[N:21]1[CH:26]=[CH:25][CH:24]=[CH:23][C:22]=1[NH2:27].C(N(CC)C(C)C)(C)C.F[P-](F)(F)(F)(F)F.N1(O[P+](N(C)C)(N(C)C)N(C)C)C2C=CC=CC=2N=N1, predict the reaction product. (7) Given the reactants [NH:1]1[CH:5]=[C:4]([C:6]2[S:10][CH:9]=[C:8]([C:11]([OH:13])=O)[CH:7]=2)[CH:3]=[N:2]1.Cl.[CH3:15][C:16]1([CH3:22])[CH2:21][CH2:20][NH:19][CH2:18][CH2:17]1.CCN(C(C)C)C(C)C.CN(C(ON1N=NC2C=CC=NC1=2)=[N+](C)C)C.F[P-](F)(F)(F)(F)F, predict the reaction product. The product is: [CH3:15][C:16]1([CH3:22])[CH2:21][CH2:20][N:19]([C:11]([C:8]2[CH:7]=[C:6]([C:4]3[CH:5]=[N:1][NH:2][CH:3]=3)[S:10][CH:9]=2)=[O:13])[CH2:18][CH2:17]1.